This data is from Reaction yield outcomes from USPTO patents with 853,638 reactions. The task is: Predict the reaction yield, written as a fraction of the theoretical maximum amount of product (1.0 means a 100% yield; for example, 0.34 means a 34% yield). (1) The reactants are [CH2:1]([O:4][C:5]([C:7]1[N:8]=[C:9]([N:12]2[CH2:15][CH:14](OS(C)(=O)=O)[CH2:13]2)[S:10][CH:11]=1)=[O:6])[CH:2]=[CH2:3].[C:21]([O-:24])(=[S:23])[CH3:22].[K+]. The catalyst is CN(C)C=O. The product is [C:21]([S:23][CH:14]1[CH2:13][N:12]([C:9]2[S:10][CH:11]=[C:7]([C:5]([O:4][CH2:1][CH:2]=[CH2:3])=[O:6])[N:8]=2)[CH2:15]1)(=[O:24])[CH3:22]. The yield is 0.630. (2) The reactants are [C:1]([C:3]1[CH:4]=[C:5]([CH:10]=[CH:11][C:12]=1[OH:13])[C:6]([O:8][CH3:9])=[O:7])#[N:2].ClN1C(=O)[CH2:18][CH2:17][C:16]1=O. The catalyst is C(#N)C. The product is [C:1]([C:3]1[CH:4]=[C:5]([CH:10]=[CH:11][C:12]=1[O:13][CH:17]([CH3:18])[CH3:16])[C:6]([O:8][CH3:9])=[O:7])#[N:2]. The yield is 0.290. (3) The reactants are S(Cl)(Cl)=O.[C:5]([O:8][CH2:9][C:10]([CH3:40])([CH3:39])[CH2:11][N:12]1[C:18]2[CH:19]=[CH:20][C:21]([Cl:23])=[CH:22][C:17]=2[C@@H:16]([C:24]2[CH:29]=[CH:28][CH:27]=[C:26]([O:30][CH3:31])[C:25]=2[O:32][CH3:33])[O:15][C@H:14]([CH2:34][C:35](O)=[O:36])[C:13]1=[O:38])(=[O:7])[CH3:6].Cl.[NH2:42][C:43]1[C:44]([CH3:53])=[C:45]([CH:50]=[CH:51][CH:52]=1)[C:46]([O:48][CH3:49])=[O:47].C(N(CC)CC)C. The catalyst is O1CCCC1.O.CN(C)C=O. The product is [C:5]([O:8][CH2:9][C:10]([CH3:39])([CH3:40])[CH2:11][N:12]1[C:18]2[CH:19]=[CH:20][C:21]([Cl:23])=[CH:22][C:17]=2[C@@H:16]([C:24]2[CH:29]=[CH:28][CH:27]=[C:26]([O:30][CH3:31])[C:25]=2[O:32][CH3:33])[O:15][C@H:14]([CH2:34][C:35]([NH:42][C:43]2[C:44]([CH3:53])=[C:45]([CH:50]=[CH:51][CH:52]=2)[C:46]([O:48][CH3:49])=[O:47])=[O:36])[C:13]1=[O:38])(=[O:7])[CH3:6]. The yield is 0.390. (4) The reactants are [Br:1][C:2]1[C:7]([N+:8]([O-])=O)=[CH:6][CH:5]=[CH:4][C:3]=1[CH3:11].[Cl-].[NH4+]. The catalyst is [Fe]. The product is [Br:1][C:2]1[C:3]([CH3:11])=[CH:4][CH:5]=[CH:6][C:7]=1[NH2:8]. The yield is 1.00. (5) The reactants are [ClH:1].[C:2]1([C:8]2[CH2:9][CH2:10][NH:11][CH2:12][CH:13]=2)[CH:7]=[CH:6][CH:5]=[CH:4][CH:3]=1. The catalyst is CO.[Pd]. The product is [ClH:1].[C:2]1([CH:8]2[CH2:9][CH2:10][NH:11][CH2:12][CH2:13]2)[CH:7]=[CH:6][CH:5]=[CH:4][CH:3]=1. The yield is 0.990. (6) The reactants are [OH:1][C@H:2]1[C@H:7]([CH2:8][NH:9]CC2C=CC=CC=2)[CH2:6][CH2:5][N:4]([C:17]([O:19][C:20]([CH3:23])([CH3:22])[CH3:21])=[O:18])[CH2:3]1.[H][H]. The catalyst is CO.[Pd]. The product is [NH2:9][CH2:8][C@@H:7]1[CH2:6][CH2:5][N:4]([C:17]([O:19][C:20]([CH3:22])([CH3:21])[CH3:23])=[O:18])[CH2:3][C@H:2]1[OH:1]. The yield is 1.00. (7) The reactants are [C:1]([C:3]1[C:11]2[C:6](=[CH:7][C:8]([O:12][CH2:13][CH3:14])=[CH:9][CH:10]=2)[N:5]([CH2:15][CH3:16])[C:4]=1[C:17]1[CH:22]=[CH:21][C:20]([NH:23][C:24](=[O:32])[NH:25][CH2:26][C:27](OCC)=[O:28])=[CH:19][CH:18]=1)#[N:2].Cl.CC(C)=[O:36]. No catalyst specified. The product is [CH2:13]([O:12][C:8]1[CH:7]=[C:6]2[C:11]([C:3]([C:1]([NH2:2])=[O:36])=[C:4]([C:17]3[CH:22]=[CH:21][C:20]([N:23]4[C:27](=[O:28])[CH2:26][NH:25][C:24]4=[O:32])=[CH:19][CH:18]=3)[N:5]2[CH2:15][CH3:16])=[CH:10][CH:9]=1)[CH3:14]. The yield is 0.870.